From a dataset of Forward reaction prediction with 1.9M reactions from USPTO patents (1976-2016). Predict the product of the given reaction. (1) Given the reactants C(OC([N:8]1[CH2:12][CH2:11][CH2:10][C@H:9]1[CH2:13][NH:14][C:15]1[CH:20]=[CH:19][C:18]([CH:21]=[CH:22][C:23](=[O:29])[N:24]([CH2:27][CH3:28])[CH2:25][CH3:26])=[CH:17][C:16]=1[O:30][C:31]1[CH:36]=[CH:35][C:34]([O:37][CH3:38])=[CH:33][CH:32]=1)=O)(C)(C)C.C(O)(C(F)(F)F)=O, predict the reaction product. The product is: [CH2:27]([N:24]([CH2:25][CH3:26])[C:23](=[O:29])/[CH:22]=[CH:21]/[C:18]1[CH:19]=[CH:20][C:15]([NH:14][CH2:13][C@@H:9]2[CH2:10][CH2:11][CH2:12][NH:8]2)=[C:16]([O:30][C:31]2[CH:32]=[CH:33][C:34]([O:37][CH3:38])=[CH:35][CH:36]=2)[CH:17]=1)[CH3:28]. (2) Given the reactants P(Cl)(Cl)(Cl)=O.[CH3:6][O:7][C:8]1[CH:9]=[C:10]2[C:15](=[CH:16][C:17]=1[O:18][CH3:19])[N:14]=[N:13][CH:12]=[C:11]2O.P(Cl)(Cl)(Cl)(Cl)[Cl:22].CC([O-])=O.[Na+], predict the reaction product. The product is: [Cl:22][C:11]1[C:10]2[C:15](=[CH:16][C:17]([O:18][CH3:19])=[C:8]([O:7][CH3:6])[CH:9]=2)[N:14]=[N:13][CH:12]=1. (3) The product is: [F:1][C:2]1[CH:7]=[CH:6][C:5]([C:8]2[CH:13]=[CH:12][C:11]([CH2:14][CH2:15][I:28])=[CH:10][C:9]=2[O:17][CH3:18])=[CH:4][CH:3]=1. Given the reactants [F:1][C:2]1[CH:7]=[CH:6][C:5]([C:8]2[CH:13]=[CH:12][C:11]([CH2:14][CH2:15]O)=[CH:10][C:9]=2[O:17][CH3:18])=[CH:4][CH:3]=1.BrC1C=CC(CC[I:28])=CC=1, predict the reaction product. (4) Given the reactants Br[C:2]1[CH:3]=[C:4]2[C:8](=[N:9][CH:10]=1)[NH:7][CH:6]=[CH:5]2.[CH:11]1([C:15]2[CH:20]=[CH:19][C:18](B(O)O)=[C:17]([F:24])[C:16]=2[O:25][CH3:26])[CH2:14][CH2:13][CH2:12]1.C([O-])([O-])=O.[K+].[K+], predict the reaction product. The product is: [CH:11]1([C:15]2[CH:20]=[CH:19][C:18]([C:2]3[CH:3]=[C:4]4[CH:5]=[CH:6][NH:7][C:8]4=[N:9][CH:10]=3)=[C:17]([F:24])[C:16]=2[O:25][CH3:26])[CH2:12][CH2:13][CH2:14]1. (5) Given the reactants [N:1]1[C:6]2[C:7]3[CH:15]=[CH:14][CH:13]=[CH:12][C:8]=3[O:9][CH2:10][CH2:11][C:5]=2[C:4](O)=[N:3][CH:2]=1.P(Cl)(Cl)([Cl:19])=O.C(=O)([O-])[O-].[K+].[K+], predict the reaction product. The product is: [Cl:19][C:4]1[C:5]2[CH2:11][CH2:10][O:9][C:8]3[CH:12]=[CH:13][CH:14]=[CH:15][C:7]=3[C:6]=2[N:1]=[CH:2][N:3]=1.